This data is from Full USPTO retrosynthesis dataset with 1.9M reactions from patents (1976-2016). The task is: Predict the reactants needed to synthesize the given product. (1) Given the product [F:19][C:9]1[CH:8]=[C:7]([C:21]2([OH:20])[CH2:24][CH:23]([C:25]([OH:27])=[O:26])[CH2:22]2)[CH:18]=[CH:17][C:10]=1[CH2:11][N:12]1[CH2:16][CH2:15][CH2:14][CH2:13]1, predict the reactants needed to synthesize it. The reactants are: C([Li])CCC.Br[C:7]1[CH:18]=[CH:17][C:10]([CH2:11][N:12]2[CH2:16][CH2:15][CH2:14][CH2:13]2)=[C:9]([F:19])[CH:8]=1.[O:20]=[C:21]1[CH2:24][CH:23]([C:25]([OH:27])=[O:26])[CH2:22]1. (2) Given the product [S:31]1[CH:35]=[C:34]([CH2:36][NH:37][C:19](=[O:21])[C:18]2[CH:22]=[CH:23][C:15]([N:13]3[CH2:14][C:9]4[CH2:8][N:7]([C:5](=[O:6])[C:4]5[CH:24]=[CH:25][CH:26]=[CH:27][C:3]=5[C:2]([F:29])([F:28])[F:1])[CH2:11][C:10]=4[CH2:12]3)=[N:16][CH:17]=2)[N:33]=[CH:32]1, predict the reactants needed to synthesize it. The reactants are: [F:1][C:2]([F:29])([F:28])[C:3]1[CH:27]=[CH:26][CH:25]=[CH:24][C:4]=1[C:5]([N:7]1[CH2:11][C:10]2[CH2:12][N:13]([C:15]3[CH:23]=[CH:22][C:18]([C:19]([OH:21])=O)=[CH:17][N:16]=3)[CH2:14][C:9]=2[CH2:8]1)=[O:6].Cl.[S:31]1[CH:35]=[C:34]([CH2:36][NH2:37])[N:33]=[CH:32]1.